This data is from Peptide-MHC class I binding affinity with 185,985 pairs from IEDB/IMGT. The task is: Regression. Given a peptide amino acid sequence and an MHC pseudo amino acid sequence, predict their binding affinity value. This is MHC class I binding data. The peptide sequence is FPIPTEVVA. The MHC is HLA-A80:01 with pseudo-sequence HLA-A80:01. The binding affinity (normalized) is 0.0847.